Dataset: Reaction yield outcomes from USPTO patents with 853,638 reactions. Task: Predict the reaction yield, written as a fraction of the theoretical maximum amount of product (1.0 means a 100% yield; for example, 0.34 means a 34% yield). (1) The reactants are [NH:1]1[C:5]2[CH:6]=[CH:7][CH:8]=[CH:9][C:4]=2[N:3]=[C:2]1[C:10]1[CH:11]=[C:12]([NH:17][C:18]([C:20]2[CH:25]=[CH:24][C:23]([C:26]3[CH:31]=[CH:30][C:29]([C:32]([F:35])([F:34])[F:33])=[CH:28][CH:27]=3)=[CH:22][C:21]=2[NH2:36])=[O:19])[CH:13]=[CH:14][C:15]=1[Cl:16].[CH:37](OCC)(OCC)OCC. No catalyst specified. The product is [NH:1]1[C:5]2[CH:6]=[CH:7][CH:8]=[CH:9][C:4]=2[N:3]=[C:2]1[C:10]1[CH:11]=[C:12]([N:17]2[C:18](=[O:19])[C:20]3[C:21](=[CH:22][C:23]([C:26]4[CH:31]=[CH:30][C:29]([C:32]([F:35])([F:33])[F:34])=[CH:28][CH:27]=4)=[CH:24][CH:25]=3)[N:36]=[CH:37]2)[CH:13]=[CH:14][C:15]=1[Cl:16]. The yield is 0.362. (2) The reactants are [F:1][C:2]1[CH:10]=[C:9]2[C:5]([C:6](B3OC(C)(C)C(C)(C)O3)=[CH:7][N:8]2[S:11]([C:14]2[CH:20]=[CH:19][C:17]([CH3:18])=[CH:16][CH:15]=2)(=[O:13])=[O:12])=[CH:4][C:3]=1[C:30]1[O:34][C:33]([NH:35][CH:36]([CH3:38])[CH3:37])=[N:32][N:31]=1.Br[C:40]1[N:45]=[C:44]([CH:46]2[CH2:48][CH2:47]2)[CH:43]=[CH:42][N:41]=1.P([O-])([O-])([O-])=O.[K+].[K+].[K+]. The catalyst is C1C=CC(/C=C/C(/C=C/C2C=CC=CC=2)=O)=CC=1.C1C=CC(/C=C/C(/C=C/C2C=CC=CC=2)=O)=CC=1.C1C=CC(/C=C/C(/C=C/C2C=CC=CC=2)=O)=CC=1.[Pd].[Pd].CC(C1C=C(C(C)C)C(C2C=CC=CC=2P(C2CCCCC2)C2CCCCC2)=C(C(C)C)C=1)C. The product is [CH:46]1([C:44]2[CH:43]=[CH:42][N:41]=[C:40]([C:6]3[C:5]4[C:9](=[CH:10][C:2]([F:1])=[C:3]([C:30]5[O:34][C:33]([NH:35][CH:36]([CH3:37])[CH3:38])=[N:32][N:31]=5)[CH:4]=4)[N:8]([S:11]([C:14]4[CH:15]=[CH:16][C:17]([CH3:18])=[CH:19][CH:20]=4)(=[O:12])=[O:13])[CH:7]=3)[N:45]=2)[CH2:48][CH2:47]1. The yield is 1.02. (3) The product is [NH2:3][CH2:4][C:5]1[CH:10]=[CH:9][C:8]([O:11][CH2:12][CH2:13][O:14][CH3:15])=[C:7]([OH:16])[CH:6]=1. The reactants are CO[N:3]=[CH:4][C:5]1[CH:10]=[CH:9][C:8]([O:11][CH2:12][CH2:13][O:14][CH3:15])=[C:7]([OH:16])[CH:6]=1.Cl. The yield is 0.685. The catalyst is CCO.[Pd]. (4) The reactants are Cl[CH2:2][C:3]1[CH:28]=[CH:27][C:6]([C:7]([NH:9][C:10]2[S:11][C:12]3[C:18]([N:19]4[CH2:24][CH2:23][O:22][CH2:21][CH2:20]4)=[CH:17][CH:16]=[C:15]([O:25][CH3:26])[C:13]=3[N:14]=2)=[O:8])=[CH:5][CH:4]=1.[H-].[Na+].[CH3:31][O:32][CH2:33][CH2:34][OH:35]. No catalyst specified. The product is [CH3:31][O:32][CH2:33][CH2:34][O:35][CH2:2][C:3]1[CH:28]=[CH:27][C:6]([C:7]([NH:9][C:10]2[S:11][C:12]3[C:18]([N:19]4[CH2:24][CH2:23][O:22][CH2:21][CH2:20]4)=[CH:17][CH:16]=[C:15]([O:25][CH3:26])[C:13]=3[N:14]=2)=[O:8])=[CH:5][CH:4]=1. The yield is 0.700.